The task is: Predict which catalyst facilitates the given reaction.. This data is from Catalyst prediction with 721,799 reactions and 888 catalyst types from USPTO. (1) Reactant: [H-].[H-].[H-].[H-].[Li+].[Al+3].[Al+3].[Cl-].[Cl-].[Cl-].[CH2:11]([NH:18][C:19](=O)[CH2:20][C:21]1[C:29]2[C:24](=[CH:25][CH:26]=[C:27]([F:33])[C:28]=2[O:30][CH2:31][CH3:32])[N:23]([CH3:34])[CH:22]=1)[C:12]1[CH:17]=[CH:16][CH:15]=[CH:14][CH:13]=1. Product: [CH2:11]([NH:18][CH2:19][CH2:20][C:21]1[C:29]2[C:24](=[CH:25][CH:26]=[C:27]([F:33])[C:28]=2[O:30][CH2:31][CH3:32])[N:23]([CH3:34])[CH:22]=1)[C:12]1[CH:13]=[CH:14][CH:15]=[CH:16][CH:17]=1. The catalyst class is: 1. (2) Reactant: [CH3:1][C:2]1[CH:7]=[C:6]([S:8][CH3:9])[CH:5]=[C:4]([CH3:10])[CH:3]=1.Cl[CH:12]([O:14][CH3:15])Cl.Cl. The catalyst class is: 528. Product: [CH3:1][C:2]1[CH:7]=[C:6]([S:8][CH3:9])[CH:5]=[C:4]([CH3:10])[C:3]=1[CH:12]=[O:14].[CH3:10][C:4]1[CH:3]=[C:2]([CH3:1])[CH:7]=[C:6]([S:8][CH3:9])[C:5]=1[CH:15]=[O:14]. (3) Reactant: [CH3:1][C:2]1([CH3:29])[CH:7]2[CH:8]3[CH2:22][CH2:21][CH:20]=[CH:19][C:9]3=[C:10]3[C:18]([CH2:17][C:16]4[CH:15]=[CH:14][CH:13]=[CH:12][C:11]3=4)=[C:6]2[C:5](C)([CH3:23])[C:4]([CH3:26])([CH3:25])[C:3]1([CH3:28])[CH3:27].[CH2:30]([Li])CCC.CCCCCC.[CH:41]1[C:50]2[C:45](=[CH:46][CH:47]=[CH:48][CH:49]=2)[CH:44]=[CH:43][C:42]=1[C:51]([C:57]1[CH:66]=[CH:65][C:64]2[C:59](=[CH:60][CH:61]=[CH:62][CH:63]=2)[CH:58]=1)=[C:52]1[CH:56]=[CH:55][CH:54]=[CH:53]1.Cl. Product: [CH:58]1[C:59]2[C:64](=[CH:63][CH:62]=[CH:61][CH:60]=2)[CH:65]=[CH:66][C:57]=1[C:51]([C:42]1[CH:43]=[CH:44][C:45]2[C:50](=[CH:49][CH:48]=[CH:47][CH:46]=2)[CH:41]=1)([CH:52]1[CH:56]=[CH:55][CH:54]=[CH:53]1)[C:7]1([CH3:30])[C:6]2[C:5]([CH3:23])([CH:12]3[CH2:13][CH2:14][CH:15]=[CH:16][C:11]3=[C:10]3[C:18]=2[CH2:17][C:19]2[CH:20]=[CH:21][CH:22]=[CH:8][C:9]3=2)[C:4]([CH3:26])([CH3:25])[C:3]([CH3:28])([CH3:27])[C:2]1([CH3:1])[CH3:29]. The catalyst class is: 305. (4) Reactant: C([O:8][CH2:9][C@H:10]([O:31][C:32](=[O:48])[CH2:33][CH2:34][CH2:35][CH2:36][CH2:37][CH2:38][CH2:39][CH2:40][CH2:41][CH2:42][CH2:43][CH2:44][CH2:45][CH2:46][CH3:47])[CH2:11][O:12][CH2:13][CH2:14][CH2:15][CH2:16][CH2:17][CH2:18][CH2:19][CH2:20]/[CH:21]=[CH:22]\[CH2:23][CH2:24][CH2:25][CH2:26][CH2:27][CH2:28][CH2:29][CH3:30])C1C=CC=CC=1.B(Cl)(Cl)Cl. Product: [CH2:13]([O:12][CH2:11][C@H:10]([CH2:9][OH:8])[O:31][C:32](=[O:48])[CH2:33][CH2:34][CH2:35][CH2:36][CH2:37][CH2:38][CH2:39][CH2:40][CH2:41][CH2:42][CH2:43][CH2:44][CH2:45][CH2:46][CH3:47])[CH2:14][CH2:15][CH2:16][CH2:17][CH2:18][CH2:19][CH2:20]/[CH:21]=[CH:22]\[CH2:23][CH2:24][CH2:25][CH2:26][CH2:27][CH2:28][CH2:29][CH3:30]. The catalyst class is: 2. (5) Reactant: [CH3:1][O:2][C:3]1[CH:20]=[CH:19][C:6]([CH:7]=[C:8]2[CH2:13][CH2:12][CH:11]([C:14]([O:16][CH2:17][CH3:18])=[O:15])[CH2:10][CH2:9]2)=[CH:5][CH:4]=1. Product: [CH3:1][O:2][C:3]1[CH:4]=[CH:5][C:6]([CH2:7][C@@H:8]2[CH2:9][CH2:10][C@H:11]([C:14]([O:16][CH2:17][CH3:18])=[O:15])[CH2:12][CH2:13]2)=[CH:19][CH:20]=1. The catalyst class is: 19.